This data is from M1 muscarinic receptor antagonist screen with 61,756 compounds. The task is: Binary Classification. Given a drug SMILES string, predict its activity (active/inactive) in a high-throughput screening assay against a specified biological target. (1) The drug is s1c2c(n(CC(=O)N3CCCC3)c(=O)n(c2=O)c2ccc(cc2)C)cc1. The result is 0 (inactive). (2) The compound is S(=O)(=O)(NCCC(=O)NC1CCN(CC1)Cc1ccccc1)c1c2nsnc2ccc1. The result is 0 (inactive).